Dataset: Forward reaction prediction with 1.9M reactions from USPTO patents (1976-2016). Task: Predict the product of the given reaction. (1) Given the reactants CC(C1C=C(C(C)C)C(C2C(P(C3CCCCC3)C3CCCCC3)=C(OC)C=CC=2OC)=C(C(C)C)C=1)C.Cl[C:40]1[CH:45]=[C:44]([O:46][C:47]2[C:56]3[C:51](=[CH:52][CH:53]=[CH:54][CH:55]=3)[C:50]([NH:57][C:58](=[O:64])[O:59][C:60]([CH3:63])([CH3:62])[CH3:61])=[CH:49][CH:48]=2)[CH:43]=[CH:42][N:41]=1.[NH2:65][C:66]1[CH:81]=[C:80]([O:82][CH3:83])[C:69]([C:70]([O:72][CH2:73][C:74]2[CH:79]=[CH:78][CH:77]=[CH:76][CH:75]=2)=[O:71])=[C:68]([O:84][CH3:85])[CH:67]=1.C([O-])([O-])=O.[K+].[K+], predict the reaction product. The product is: [C:60]([O:59][C:58]([NH:57][C:50]1[C:51]2[C:56](=[CH:55][CH:54]=[CH:53][CH:52]=2)[C:47]([O:46][C:44]2[CH:43]=[CH:42][N:41]=[C:40]([NH:65][C:66]3[CH:67]=[C:68]([O:84][CH3:85])[C:69]([C:70]([O:72][CH2:73][C:74]4[CH:79]=[CH:78][CH:77]=[CH:76][CH:75]=4)=[O:71])=[C:80]([O:82][CH3:83])[CH:81]=3)[CH:45]=2)=[CH:48][CH:49]=1)=[O:64])([CH3:63])([CH3:62])[CH3:61]. (2) The product is: [ClH:23].[C:21]([C@@H:16]1[CH2:17][C@H:18]([F:20])[CH2:19][N:15]1[C:13]([C@@H:9]1[CH2:10][CH2:11][CH2:12][NH:8]1)=[O:14])#[N:22]. Given the reactants C(OC([N:8]1[CH2:12][CH2:11][CH2:10][C@H:9]1[C:13]([N:15]1[CH2:19][C@@H:18]([F:20])[CH2:17][C@H:16]1[C:21]#[N:22])=[O:14])=O)(C)(C)C.[ClH:23], predict the reaction product. (3) Given the reactants C[CH:2]1[CH2:5][CH2:4][C:3]1=[O:6].[CH2:7]([Mg]Br)[CH:8]=[CH2:9].O.[CH2:13]1COCC1, predict the reaction product. The product is: [CH2:7]([C:3]1([OH:6])[CH2:2][CH:5]([CH3:13])[CH2:4]1)[CH:8]=[CH2:9]. (4) Given the reactants [F:1][C:2]1[CH:3]=[N:4][C:5]([Cl:8])=[N:6][CH:7]=1.[CH:9]([Mg]Cl)([CH3:11])[CH3:10].C(N(CC)CC)C.II, predict the reaction product. The product is: [Cl:8][C:5]1[N:6]=[C:7]([CH:9]([CH3:11])[CH3:10])[C:2]([F:1])=[CH:3][N:4]=1. (5) Given the reactants [ClH:1].Cl.[NH2:3][NH2:4].[Cl:21][C:16]1[CH:17]=CC=C[C:15]=1[C:13](Cl)([OH:14])C(OC(=O)[C:13](Cl)([C:15]1C=CC=[CH:17][C:16]=1[Cl:21])[OH:14])=O.[OH2:30], predict the reaction product. The product is: [Cl:1][C:15]1[C:13](=[O:14])[NH:3][NH:4][C:17](=[O:30])[C:16]=1[Cl:21].